This data is from NCI-60 drug combinations with 297,098 pairs across 59 cell lines. The task is: Regression. Given two drug SMILES strings and cell line genomic features, predict the synergy score measuring deviation from expected non-interaction effect. (1) Synergy scores: CSS=0.458, Synergy_ZIP=0.244, Synergy_Bliss=1.01, Synergy_Loewe=-0.903, Synergy_HSA=-0.101. Cell line: OVCAR-4. Drug 1: CN1C(=O)N2C=NC(=C2N=N1)C(=O)N. Drug 2: CC(C)NC(=O)C1=CC=C(C=C1)CNNC.Cl. (2) Drug 1: CC1=C(C=C(C=C1)C(=O)NC2=CC(=CC(=C2)C(F)(F)F)N3C=C(N=C3)C)NC4=NC=CC(=N4)C5=CN=CC=C5. Drug 2: N.N.Cl[Pt+2]Cl. Cell line: SF-539. Synergy scores: CSS=50.5, Synergy_ZIP=-2.16, Synergy_Bliss=-1.37, Synergy_Loewe=0.768, Synergy_HSA=1.72. (3) Drug 1: CC1=C2C(C(=O)C3(C(CC4C(C3C(C(C2(C)C)(CC1OC(=O)C(C(C5=CC=CC=C5)NC(=O)C6=CC=CC=C6)O)O)OC(=O)C7=CC=CC=C7)(CO4)OC(=O)C)O)C)OC(=O)C. Drug 2: CC1(CCCN1)C2=NC3=C(C=CC=C3N2)C(=O)N. Cell line: SW-620. Synergy scores: CSS=45.3, Synergy_ZIP=7.66, Synergy_Bliss=5.78, Synergy_Loewe=-29.8, Synergy_HSA=5.51. (4) Drug 1: CCC(=C(C1=CC=CC=C1)C2=CC=C(C=C2)OCCN(C)C)C3=CC=CC=C3.C(C(=O)O)C(CC(=O)O)(C(=O)O)O. Drug 2: CS(=O)(=O)CCNCC1=CC=C(O1)C2=CC3=C(C=C2)N=CN=C3NC4=CC(=C(C=C4)OCC5=CC(=CC=C5)F)Cl. Cell line: UACC62. Synergy scores: CSS=-0.833, Synergy_ZIP=3.58, Synergy_Bliss=-3.71, Synergy_Loewe=-4.23, Synergy_HSA=-4.09. (5) Drug 1: CC1CCC2CC(C(=CC=CC=CC(CC(C(=O)C(C(C(=CC(C(=O)CC(OC(=O)C3CCCCN3C(=O)C(=O)C1(O2)O)C(C)CC4CCC(C(C4)OC)O)C)C)O)OC)C)C)C)OC. Drug 2: N.N.Cl[Pt+2]Cl. Cell line: LOX IMVI. Synergy scores: CSS=60.9, Synergy_ZIP=0.737, Synergy_Bliss=4.84, Synergy_Loewe=6.68, Synergy_HSA=9.43. (6) Drug 1: CC(C1=C(C=CC(=C1Cl)F)Cl)OC2=C(N=CC(=C2)C3=CN(N=C3)C4CCNCC4)N. Drug 2: C1CC(=O)NC(=O)C1N2C(=O)C3=CC=CC=C3C2=O. Cell line: BT-549. Synergy scores: CSS=-1.77, Synergy_ZIP=4.38, Synergy_Bliss=5.67, Synergy_Loewe=2.05, Synergy_HSA=1.44. (7) Cell line: OVCAR-5. Drug 1: CCCCCOC(=O)NC1=NC(=O)N(C=C1F)C2C(C(C(O2)C)O)O. Drug 2: C1=CC=C(C=C1)NC(=O)CCCCCCC(=O)NO. Synergy scores: CSS=19.8, Synergy_ZIP=-3.20, Synergy_Bliss=-1.27, Synergy_Loewe=-20.9, Synergy_HSA=-4.28.